From a dataset of Full USPTO retrosynthesis dataset with 1.9M reactions from patents (1976-2016). Predict the reactants needed to synthesize the given product. Given the product [Cl:6][C:1]1[C:2](=[O:3])[N:10]([CH:11]2[CH2:16][CH2:15][CH2:14][N:13]([C:17]([O:19][CH2:20][C:21]3[CH:22]=[CH:23][CH:24]=[CH:25][CH:26]=3)=[O:18])[CH2:12]2)[CH:9]=[C:7]([Cl:36])[N:8]=1, predict the reactants needed to synthesize it. The reactants are: [C:1]([Cl:6])(=O)[C:2](Cl)=[O:3].[C:7]([CH2:9][NH:10][CH:11]1[CH2:16][CH2:15][CH2:14][N:13]([C:17]([O:19][CH2:20][C:21]2[CH:26]=[CH:25][CH:24]=[CH:23][CH:22]=2)=[O:18])[CH2:12]1)#[N:8].C(N(CC)C(C)C)(C)C.[Cl:36]CCl.